From a dataset of Reaction yield outcomes from USPTO patents with 853,638 reactions. Predict the reaction yield, written as a fraction of the theoretical maximum amount of product (1.0 means a 100% yield; for example, 0.34 means a 34% yield). (1) The reactants are N.[Li].[CH:3]#C.C([SiH2]O[C:11]([CH3:31])(C)[CH:12]1[CH2:17][CH2:16][CH:15]([CH2:18][O:19]S(C2C=CC(C)=CC=2)(=O)=O)[CH2:14][CH2:13]1)(C)(C)C. The catalyst is CS(C)=O.C1COCC1. The product is [CH2:11]([CH:12]1[CH2:13][CH2:14][CH:15]([CH2:18][OH:19])[CH2:16][CH2:17]1)[C:31]#[CH:3]. The yield is 0.930. (2) The reactants are [Cl:1][C:2]1[CH:3]=[C:4]([CH:8]([CH2:15][N+:16]([O-])=O)[CH2:9][C:10]([O:12][CH2:13][CH3:14])=[O:11])[CH:5]=[CH:6][CH:7]=1. The catalyst is C(O)C.[Ni]. The product is [NH2:16][CH2:15][CH:8]([C:4]1[CH:5]=[CH:6][CH:7]=[C:2]([Cl:1])[CH:3]=1)[CH2:9][C:10]([O:12][CH2:13][CH3:14])=[O:11]. The yield is 0.780. (3) The reactants are [CH2:1]([C:5]1[C:10]([CH2:11][C:12]2[CH:17]=[C:16]([CH2:18][CH2:19][CH3:20])[C:15]([O:21][Si](C(C)(C)C)(C)C)=[C:14]([CH2:29][CH2:30][CH3:31])[CH:13]=2)=[C:9]([O:32][CH2:33][CH2:34][O:35][CH3:36])[N:8]=[C:7]([CH3:37])[N:6]=1)[CH2:2][CH2:3][CH3:4].[F-].C([N+](CCCC)(CCCC)CCCC)CCC.O. The catalyst is O1CCCC1. The product is [CH2:1]([C:5]1[C:10]([CH2:11][C:12]2[CH:17]=[C:16]([CH2:18][CH2:19][CH3:20])[C:15]([OH:21])=[C:14]([CH2:29][CH2:30][CH3:31])[CH:13]=2)=[C:9]([O:32][CH2:33][CH2:34][O:35][CH3:36])[N:8]=[C:7]([CH3:37])[N:6]=1)[CH2:2][CH2:3][CH3:4]. The yield is 1.00. (4) The reactants are [CH3:1][O:2][CH2:3][CH2:4][O:5][C:6]1[CH:11]=[CH:10][N:9]2[C:12]([C:15]([OH:17])=O)=[CH:13][N:14]=[C:8]2[CH:7]=1.C(Cl)(=O)C(Cl)=O.[F:24][C:25]1[CH:41]=[C:40]([F:42])[CH:39]=[CH:38][C:26]=1[CH2:27][N:28]1[C:36]2[CH:35]=[CH:34][CH:33]=[C:32]([NH2:37])[C:31]=2[CH:30]=[N:29]1.C(N(C(C)C)CC)(C)C. The catalyst is C(Cl)Cl.O.C(Cl)Cl.CN(C=O)C. The product is [F:24][C:25]1[CH:41]=[C:40]([F:42])[CH:39]=[CH:38][C:26]=1[CH2:27][N:28]1[C:36]2[C:31](=[C:32]([NH:37][C:15]([C:12]3[N:9]4[CH:10]=[CH:11][C:6]([O:5][CH2:4][CH2:3][O:2][CH3:1])=[CH:7][C:8]4=[N:14][CH:13]=3)=[O:17])[CH:33]=[CH:34][CH:35]=2)[CH:30]=[N:29]1. The yield is 0.500.